This data is from Catalyst prediction with 721,799 reactions and 888 catalyst types from USPTO. The task is: Predict which catalyst facilitates the given reaction. (1) Reactant: [CH2:1]([N:3]1[C:10]2[CH:9]=[C:8]([C:11]([O:13]CC)=[O:12])[NH:7][C:6]=2[C:5]([N:16]([CH3:25])[S:17]([C:20]2[S:21][CH:22]=[CH:23][CH:24]=2)(=[O:19])=[O:18])=[CH:4]1)[CH3:2].O1CCCC1.[OH-].[Na+]. Product: [CH2:1]([N:3]1[C:10]2[CH:9]=[C:8]([C:11]([OH:13])=[O:12])[NH:7][C:6]=2[C:5]([N:16]([CH3:25])[S:17]([C:20]2[S:21][CH:22]=[CH:23][CH:24]=2)(=[O:18])=[O:19])=[CH:4]1)[CH3:2]. The catalyst class is: 8. (2) Reactant: Cl[C:2]1[C:11]2[C:6](=[CH:7][CH:8]=[C:9]([I:12])[CH:10]=2)[N:5]=[CH:4][N:3]=1.[Cl:13][C:14]1[CH:15]=[C:16]([CH:18]=[CH:19][C:20]=1[O:21][CH2:22][C:23]1[CH:28]=[CH:27][CH:26]=[C:25]([F:29])[CH:24]=1)[NH2:17]. The catalyst class is: 32. Product: [Cl:13][C:14]1[CH:15]=[C:16]([NH:17][C:2]2[C:11]3[C:6](=[CH:7][CH:8]=[C:9]([I:12])[CH:10]=3)[N:5]=[CH:4][N:3]=2)[CH:18]=[CH:19][C:20]=1[O:21][CH2:22][C:23]1[CH:28]=[CH:27][CH:26]=[C:25]([F:29])[CH:24]=1.